From a dataset of Full USPTO retrosynthesis dataset with 1.9M reactions from patents (1976-2016). Predict the reactants needed to synthesize the given product. (1) Given the product [F:1][C:2]([F:10])([F:11])[C:3]1[CH:4]=[C:5]([CH:7]=[CH:8][CH:9]=1)[NH:6][CH:15]=[C:16]([C:17]([O:19][CH2:20][CH3:21])=[O:18])[C:22]([O:24][CH2:25][CH3:26])=[O:23], predict the reactants needed to synthesize it. The reactants are: [F:1][C:2]([F:11])([F:10])[C:3]1[CH:4]=[C:5]([CH:7]=[CH:8][CH:9]=1)[NH2:6].C(O[CH2:15][CH:16]([C:22]([O:24][CH2:25][CH3:26])=[O:23])[C:17]([O:19][CH2:20][CH3:21])=[O:18])C. (2) The reactants are: [F:1][C:2]([F:33])([F:32])[C:3]1[CH:4]=[C:5]([CH:29]=[CH:30][CH:31]=1)[CH2:6][NH:7][C:8](=[O:28])[C:9]1[CH:14]=[CH:13][N:12]=[C:11]([C:15]2[CH:20]=[C:19]([N:21]([CH2:23][CH2:24][CH2:25][CH3:26])[CH3:22])[CH:18]=[CH:17][C:16]=2[NH2:27])[CH:10]=1.[CH3:34][N:35]([CH2:47][CH2:48][N:49]1[CH2:54][CH2:53][O:52][CH2:51][CH2:50]1)[C:36]([C:38]1[CH:39]=[C:40]([CH:44]=[CH:45][CH:46]=1)[C:41](O)=[O:42])=[O:37].CCN=C=NCCCN(C)C.Cl. Given the product [CH2:23]([N:21]([CH3:22])[C:19]1[CH:18]=[CH:17][C:16]([NH:27][C:41](=[O:42])[C:40]2[CH:44]=[CH:45][CH:46]=[C:38]([C:36]([N:35]([CH3:34])[CH2:47][CH2:48][N:49]3[CH2:50][CH2:51][O:52][CH2:53][CH2:54]3)=[O:37])[CH:39]=2)=[C:15]([C:11]2[CH:10]=[C:9]([C:8](=[O:28])[NH:7][CH2:6][C:5]3[CH:29]=[CH:30][CH:31]=[C:3]([C:2]([F:32])([F:1])[F:33])[CH:4]=3)[CH:14]=[CH:13][N:12]=2)[CH:20]=1)[CH2:24][CH2:25][CH3:26], predict the reactants needed to synthesize it. (3) Given the product [C:1]([O:4][C:5]1[CH:13]=[CH:12][C:11]([NH:14][CH2:18][C:17]2[C:20]([F:30])=[C:21]([F:29])[C:22]([C:25]([F:26])([F:28])[F:27])=[C:23]([F:24])[C:16]=2[F:15])=[CH:10][C:6]=1[C:7]([OH:9])=[O:8])(=[O:3])[CH3:2], predict the reactants needed to synthesize it. The reactants are: [C:1]([O:4][C:5]1[CH:13]=[CH:12][C:11]([NH2:14])=[CH:10][C:6]=1[C:7]([OH:9])=[O:8])(=[O:3])[CH3:2].[F:15][C:16]1[C:23]([F:24])=[C:22]([C:25]([F:28])([F:27])[F:26])[C:21]([F:29])=[C:20]([F:30])[C:17]=1[CH2:18]Br. (4) Given the product [F:1][C:2]1[CH:33]=[CH:32][C:5]([CH2:6][NH:7][C:8]([C:10]2[NH:11][C:12](=[O:31])[C:13]3[C:18]([CH2:19][O:20][CH2:21][C@H:22]4[CH2:27][CH2:26][C@H:25]([C:28]#[N:29])[CH2:24][CH2:23]4)=[CH:17][S:16][C:14]=3[N:15]=2)=[O:9])=[CH:4][C:3]=1[O:34][CH3:35], predict the reactants needed to synthesize it. The reactants are: [F:1][C:2]1[CH:33]=[CH:32][C:5]([CH2:6][NH:7][C:8]([C:10]2[NH:11][C:12](=[O:31])[C:13]3[C:18]([CH2:19][O:20][CH2:21][C@H:22]4[CH2:27][CH2:26][C@H:25]([C:28](=O)[NH2:29])[CH2:24][CH2:23]4)=[CH:17][S:16][C:14]=3[N:15]=2)=[O:9])=[CH:4][C:3]=1[O:34][CH3:35].P(Cl)(Cl)(Cl)=O. (5) The reactants are: [CH2:1]([N:8]1[CH2:13][CH2:12][CH:11]([NH2:14])[CH2:10][CH2:9]1)[C:2]1[CH:7]=[CH:6][CH:5]=[CH:4][CH:3]=1.ClCCl.C(N(CC)CC)C.[Br:25][CH2:26][CH2:27][CH2:28][CH2:29][C:30](Cl)=[O:31]. Given the product [CH2:1]([N:8]1[CH2:13][CH2:12][CH:11]([NH:14][C:30](=[O:31])[CH2:29][CH2:28][CH2:27][CH2:26][Br:25])[CH2:10][CH2:9]1)[C:2]1[CH:3]=[CH:4][CH:5]=[CH:6][CH:7]=1, predict the reactants needed to synthesize it. (6) The reactants are: [Cl:1][C:2]1[CH:3]=[C:4]([CH:14]=[CH:15][C:16]=1[Cl:17])[CH2:5][N:6]1[CH2:11][CH2:10][O:9][CH:8]([CH2:12][NH2:13])[CH2:7]1.[C:18]1([C:24]2[S:25][CH:26]=[C:27]([CH2:29][C:30](O)=[O:31])[N:28]=2)[CH:23]=[CH:22][CH:21]=[CH:20][CH:19]=1. Given the product [Cl:1][C:2]1[CH:3]=[C:4]([CH:14]=[CH:15][C:16]=1[Cl:17])[CH2:5][N:6]1[CH2:11][CH2:10][O:9][CH:8]([CH2:12][NH:13][C:30](=[O:31])[CH2:29][C:27]2[N:28]=[C:24]([C:18]3[CH:19]=[CH:20][CH:21]=[CH:22][CH:23]=3)[S:25][CH:26]=2)[CH2:7]1, predict the reactants needed to synthesize it. (7) Given the product [CH3:34][O:33][C:30]1[CH:29]=[CH:28][C:27]([C:26]([O:19][CH2:18][C@@:3]23[C@H:2]([OH:1])[C@@H:6]([O:7][CH2:8]2)[C@H:5]([N:9]2[CH:17]=[C:15]([CH3:16])[C:13](=[O:14])[NH:12][C:10]2=[O:11])[O:4]3)([C:35]2[CH:36]=[CH:37][CH:38]=[CH:39][CH:40]=2)[C:25]2[CH:42]=[CH:43][C:22]([O:21][CH3:20])=[CH:23][CH:24]=2)=[CH:32][CH:31]=1, predict the reactants needed to synthesize it. The reactants are: [OH:1][C@@H:2]1[C@H:6]2[O:7][CH2:8][C@:3]1([CH2:18][OH:19])[O:4][C@H:5]2[N:9]1[CH:17]=[C:15]([CH3:16])[C:13](=[O:14])[NH:12][C:10]1=[O:11].[CH3:20][O:21][C:22]1[CH:43]=[CH:42][C:25]([C:26](Cl)([C:35]2[CH:40]=[CH:39][CH:38]=[CH:37][CH:36]=2)[C:27]2[CH:32]=[CH:31][C:30]([O:33][CH3:34])=[CH:29][CH:28]=2)=[CH:24][CH:23]=1.C(=O)([O-])O.[Na+]. (8) Given the product [CH3:19][C:20]1[N:21]=[C:22]([NH:25][C:2]2[CH:7]=[C:6]([O:8][C:9]3[CH:10]=[C:11]([CH:16]=[CH:17][CH:18]=3)[C:12]([O:14][CH3:15])=[O:13])[CH:5]=[CH:4][N:3]=2)[S:23][CH:24]=1, predict the reactants needed to synthesize it. The reactants are: Cl[C:2]1[CH:7]=[C:6]([O:8][C:9]2[CH:10]=[C:11]([CH:16]=[CH:17][CH:18]=2)[C:12]([O:14][CH3:15])=[O:13])[CH:5]=[CH:4][N:3]=1.[CH3:19][C:20]1[N:21]=[C:22]([NH2:25])[S:23][CH:24]=1.P([O-])([O-])([O-])=O.[K+].[K+].[K+].O. (9) Given the product [N:26]1[CH:23]=[CH:22][CH:5]=[CH:4][C:3]=1[S:6][C:7]1[CH:8]=[CH:9][C:10]([NH2:11])=[CH:12][CH:13]=1, predict the reactants needed to synthesize it. The reactants are: S1[CH:5]=[CH:4][C:3]([S:6][C:7]2[CH:13]=[CH:12][C:10]([NH2:11])=[CH:9][CH:8]=2)=C1.S1C=CC(SC2C=C[C:23]([N+:26]([O-])=O)=[CH:22]C=2)=C1.NC1C=CC=CC=1.